Regression. Given two drug SMILES strings and cell line genomic features, predict the synergy score measuring deviation from expected non-interaction effect. From a dataset of NCI-60 drug combinations with 297,098 pairs across 59 cell lines. (1) Drug 1: C1C(C(OC1N2C=C(C(=O)NC2=O)F)CO)O. Drug 2: COC1=NC(=NC2=C1N=CN2C3C(C(C(O3)CO)O)O)N. Cell line: ACHN. Synergy scores: CSS=2.13, Synergy_ZIP=-0.508, Synergy_Bliss=3.61, Synergy_Loewe=-0.380, Synergy_HSA=-1.23. (2) Drug 1: C1=CC(=CC=C1CCCC(=O)O)N(CCCl)CCCl. Drug 2: CCC1(CC2CC(C3=C(CCN(C2)C1)C4=CC=CC=C4N3)(C5=C(C=C6C(=C5)C78CCN9C7C(C=CC9)(C(C(C8N6C=O)(C(=O)OC)O)OC(=O)C)CC)OC)C(=O)OC)O.OS(=O)(=O)O. Cell line: PC-3. Synergy scores: CSS=21.4, Synergy_ZIP=-3.65, Synergy_Bliss=0.963, Synergy_Loewe=-1.89, Synergy_HSA=1.14.